This data is from NCI-60 drug combinations with 297,098 pairs across 59 cell lines. The task is: Regression. Given two drug SMILES strings and cell line genomic features, predict the synergy score measuring deviation from expected non-interaction effect. (1) Drug 1: C1=CC(=CC=C1CC(C(=O)O)N)N(CCCl)CCCl.Cl. Drug 2: C1CN1P(=S)(N2CC2)N3CC3. Cell line: HCT-15. Synergy scores: CSS=36.6, Synergy_ZIP=-4.07, Synergy_Bliss=2.55, Synergy_Loewe=-1.25, Synergy_HSA=0.983. (2) Drug 1: CC12CCC(CC1=CCC3C2CCC4(C3CC=C4C5=CN=CC=C5)C)O. Synergy scores: CSS=49.4, Synergy_ZIP=-0.165, Synergy_Bliss=-3.01, Synergy_Loewe=-43.1, Synergy_HSA=-2.85. Cell line: ACHN. Drug 2: C1=CN(C(=O)N=C1N)C2C(C(C(O2)CO)O)O.Cl. (3) Drug 1: CC1C(C(=O)NC(C(=O)N2CCCC2C(=O)N(CC(=O)N(C(C(=O)O1)C(C)C)C)C)C(C)C)NC(=O)C3=C4C(=C(C=C3)C)OC5=C(C(=O)C(=C(C5=N4)C(=O)NC6C(OC(=O)C(N(C(=O)CN(C(=O)C7CCCN7C(=O)C(NC6=O)C(C)C)C)C)C(C)C)C)N)C. Drug 2: C1C(C(OC1N2C=NC3=C2NC=NCC3O)CO)O. Cell line: SF-295. Synergy scores: CSS=34.0, Synergy_ZIP=-7.20, Synergy_Bliss=-3.46, Synergy_Loewe=-39.7, Synergy_HSA=-1.76. (4) Drug 1: CC1C(C(CC(O1)OC2CC(CC3=C2C(=C4C(=C3O)C(=O)C5=C(C4=O)C(=CC=C5)OC)O)(C(=O)C)O)N)O.Cl. Drug 2: C1=NC2=C(N1)C(=S)N=CN2. Cell line: SK-MEL-28. Synergy scores: CSS=6.62, Synergy_ZIP=-6.50, Synergy_Bliss=-0.476, Synergy_Loewe=-4.30, Synergy_HSA=-1.63. (5) Drug 1: C1CC(=O)NC(=O)C1N2CC3=C(C2=O)C=CC=C3N. Drug 2: C1CNP(=O)(OC1)N(CCCl)CCCl. Cell line: MALME-3M. Synergy scores: CSS=1.71, Synergy_ZIP=-0.678, Synergy_Bliss=-4.21, Synergy_Loewe=-2.29, Synergy_HSA=-3.64. (6) Drug 2: CC=C1C(=O)NC(C(=O)OC2CC(=O)NC(C(=O)NC(CSSCCC=C2)C(=O)N1)C(C)C)C(C)C. Drug 1: C1=CC(=CC=C1CC(C(=O)O)N)N(CCCl)CCCl.Cl. Cell line: COLO 205. Synergy scores: CSS=70.0, Synergy_ZIP=-4.56, Synergy_Bliss=0.397, Synergy_Loewe=-42.8, Synergy_HSA=-2.62.